This data is from Clinical trial toxicity outcomes and FDA approval status for drugs. The task is: Regression/Classification. Given a drug SMILES string, predict its toxicity properties. Task type varies by dataset: regression for continuous values (e.g., LD50, hERG inhibition percentage) or binary classification for toxic/non-toxic outcomes (e.g., AMES mutagenicity, cardiotoxicity, hepatotoxicity). Dataset: clintox. (1) The drug is COc1ccc2c3c1O[C@H]1C[C@@H](O)C=C[C@@]31CC[NH+](C)C2. The result is 0 (passed clinical trial). (2) The molecule is COc1cc([C@@H]2c3cc4c(cc3[C@@H](O[C@@H]3O[C@@H]5CO[C@@H](C)O[C@H]5[C@H](O)[C@H]3O)[C@H]3COC(=O)[C@H]23)OCO4)cc(OC)c1O. The result is 0 (passed clinical trial). (3) The molecule is CC[NH+](CC)CC(=O)OCC(=O)[C@@]1(O)CC[C@H]2[C@@H]3CCC4=CC(=O)CC[C@]4(C)[C@H]3[C@@H](O)C[C@@]21C. The result is 0 (passed clinical trial). (4) The molecule is [NH3+][C@@H](Cc1ccc(O)c(O)c1)C(=O)[O-]. The result is 0 (passed clinical trial). (5) The drug is [NH3+]CC(=O)CCC(=O)[O-]. The result is 0 (passed clinical trial). (6) The compound is [NH3+]C[C@H]1CC[C@H](C(=O)[O-])CC1. The result is 0 (passed clinical trial). (7) The molecule is O=C1O[C@H]([C@@H](O)CO)C([O-])=C1O. The result is 0 (passed clinical trial).